From a dataset of Forward reaction prediction with 1.9M reactions from USPTO patents (1976-2016). Predict the product of the given reaction. Given the reactants [OH:1][C:2]1[C:7]([C:8]([NH:10][C:11]([CH3:16])([C:13]([OH:15])=O)[CH3:12])=[O:9])=[CH:6][N:5]=[C:4]([N:17]2[CH:21]=[CH:20][CH:19]=[N:18]2)[N:3]=1.CCN(C(C)C)C(C)C.[NH:31]1[C:39]2[C:34](=[CH:35][CH:36]=[CH:37][CH:38]=2)[CH2:33][CH2:32]1.C1C=CC2N(O)N=NC=2C=1.C(Cl)CCl, predict the reaction product. The product is: [N:31]1([C:13](=[O:15])[C:11]([NH:10][C:8]([C:7]2[C:2]([OH:1])=[N:3][C:4]([N:17]3[CH:21]=[CH:20][CH:19]=[N:18]3)=[N:5][CH:6]=2)=[O:9])([CH3:12])[CH3:16])[C:39]2[C:34](=[CH:35][CH:36]=[CH:37][CH:38]=2)[CH2:33][CH2:32]1.